This data is from Cav3 T-type calcium channel HTS with 100,875 compounds. The task is: Binary Classification. Given a drug SMILES string, predict its activity (active/inactive) in a high-throughput screening assay against a specified biological target. The molecule is ClC(Cl)(Cl)C(=O)Nc1c2c(nc3c1cccc3)cccc2. The result is 0 (inactive).